From a dataset of Full USPTO retrosynthesis dataset with 1.9M reactions from patents (1976-2016). Predict the reactants needed to synthesize the given product. (1) Given the product [Cl:16][C:7]1[C:8]2[C:3](=[C:2]([I:1])[C:11]([CH3:12])=[CH:10][CH:9]=2)[CH:4]=[N:5][N:6]=1, predict the reactants needed to synthesize it. The reactants are: [I:1][C:2]1[C:11]([CH3:12])=[CH:10][CH:9]=[C:8]2[C:3]=1[CH:4]=[N:5][NH:6][C:7]2=O.P(Cl)(Cl)([Cl:16])=O. (2) Given the product [CH:13]1([C:11]2[N:12]=[C:7]([NH:24][C:25]3[CH:30]=[CH:29][C:28]([CH2:31][CH2:32][OH:33])=[CH:27][CH:26]=3)[C:8]3[S:21][CH2:20][CH2:19][CH2:18][C:9]=3[N:10]=2)[CH2:17][CH2:16][CH2:15][CH2:14]1, predict the reactants needed to synthesize it. The reactants are: FC(F)(F)S(O[C:7]1[C:8]2[S:21][CH2:20][CH2:19][CH2:18][C:9]=2[N:10]=[C:11]([CH:13]2[CH2:17][CH2:16][CH2:15][CH2:14]2)[N:12]=1)(=O)=O.[NH2:24][C:25]1[CH:30]=[CH:29][C:28]([CH2:31][CH2:32][OH:33])=[CH:27][CH:26]=1. (3) Given the product [Cl:1][C:2]1[CH:3]=[CH:4][C:5]2[N:6]([C:8]([C:42]3[CH:47]=[CH:46][CH:45]=[C:44]([F:48])[CH:43]=3)=[C:9]([C:11]([O:13][CH2:14][CH3:15])=[O:12])[N:10]=2)[CH:7]=1, predict the reactants needed to synthesize it. The reactants are: [Cl:1][C:2]1[CH:3]=[CH:4][C:5]2[N:6]([CH:8]=[C:9]([C:11]([O:13][CH2:14][CH3:15])=[O:12])[N:10]=2)[CH:7]=1.C(=O)([O-])[O-].[Cs+].[Cs+].C1(P(C2C=CC=CC=2)C2C=CC=CC=2)C=CC=CC=1.Br[C:42]1[CH:47]=[CH:46][CH:45]=[C:44]([F:48])[CH:43]=1. (4) The reactants are: [CH3:1][C@@H:2]1[C:7](=[CH2:8])[C:6](=[O:9])[CH:5]=[C:4]([C:10]2[CH:15]=[CH:14][N:13]=[CH:12][C:11]=2[N+:16]([O-:18])=[O:17])[CH2:3]1.[BH4-].[Na+]. Given the product [CH3:1][C@@H:2]1[C:7](=[CH2:8])[C@H:6]([OH:9])[CH:5]=[C:4]([C:10]2[CH:15]=[CH:14][N:13]=[CH:12][C:11]=2[N+:16]([O-:18])=[O:17])[CH2:3]1, predict the reactants needed to synthesize it. (5) Given the product [Cl:25][C:24]1[CH:23]=[N:22][CH:21]=[C:20]([Cl:26])[C:19]=1[NH:18][C:16]([C:10]1[C:9]2[CH:5]([CH2:4][C:1]([NH:34][CH2:33][C:28]3[CH:29]=[CH:30][CH:31]=[CH:32][N:27]=3)=[O:2])[CH2:6][O:7][C:8]=2[C:13]([O:14][CH3:15])=[CH:12][CH:11]=1)=[O:17], predict the reactants needed to synthesize it. The reactants are: [C:1]([CH2:4][CH:5]1[C:9]2[C:10]([C:16]([NH:18][C:19]3[C:24]([Cl:25])=[CH:23][N:22]=[CH:21][C:20]=3[Cl:26])=[O:17])=[CH:11][CH:12]=[C:13]([O:14][CH3:15])[C:8]=2[O:7][CH2:6]1)(O)=[O:2].[N:27]1[CH:32]=[CH:31][CH:30]=[CH:29][C:28]=1[CH2:33][NH2:34]. (6) Given the product [F:38][C:13]1[CH:14]=[C:15]2[C:10](=[CH:11][CH:12]=1)[CH:9]=[C:8]([CH2:7][C:6]([OH:39])=[O:5])[C:17]([CH3:18])=[C:16]2[C:19]1[CH:20]=[CH:21][C:22]([S:25]([C:28]2[CH:33]=[CH:32][CH:31]=[CH:30][C:29]=2[C:34]([F:36])([F:35])[F:37])(=[O:27])=[O:26])=[CH:23][CH:24]=1, predict the reactants needed to synthesize it. The reactants are: O.[OH-].[Li+].C[O:5][C:6](=[O:39])[CH2:7][C:8]1[C:17]([CH3:18])=[C:16]([C:19]2[CH:24]=[CH:23][C:22]([S:25]([C:28]3[CH:33]=[CH:32][CH:31]=[CH:30][C:29]=3[C:34]([F:37])([F:36])[F:35])(=[O:27])=[O:26])=[CH:21][CH:20]=2)[C:15]2[C:10](=[CH:11][CH:12]=[C:13]([F:38])[CH:14]=2)[CH:9]=1. (7) Given the product [NH2:38][C:36]1[N:35]=[C:34]([NH:39][C:22]([NH:13][S:10]([C:3]2[C:4]3[CH:9]=[CH:8][CH:7]=[CH:6][C:5]=3[O:1][CH:2]=2)(=[O:12])=[O:11])=[O:23])[CH:33]=[C:32]([Br:31])[CH:37]=1, predict the reactants needed to synthesize it. The reactants are: [O:1]1[C:5]2[CH:6]=[CH:7][CH:8]=[CH:9][C:4]=2[C:3]([S:10]([NH2:13])(=[O:12])=[O:11])=[CH:2]1.C(N(CC)CC)C.Cl[C:22](OC1C=CC=CC=1)=[O:23].[Br:31][C:32]1[CH:37]=[C:36]([NH2:38])[N:35]=[C:34]([NH2:39])[CH:33]=1.